Dataset: Full USPTO retrosynthesis dataset with 1.9M reactions from patents (1976-2016). Task: Predict the reactants needed to synthesize the given product. The reactants are: [Cl:1][C:2]1[CH:7]=[CH:6][C:5]([NH2:8])=[CH:4][CH:3]=1.[N+:9]([C:12]1[CH:19]=[CH:18][CH:17]=[CH:16][C:13]=1[CH:14]=O)([O-:11])=[O:10].[CH3:20][C:21]([CH3:23])=[CH2:22]. Given the product [Cl:1][C:2]1[CH:7]=[C:6]2[C:5](=[CH:4][CH:3]=1)[NH:8][CH:14]([C:13]1[CH:16]=[CH:17][CH:18]=[CH:19][C:12]=1[N+:9]([O-:11])=[O:10])[CH2:20][C:21]2([CH3:23])[CH3:22], predict the reactants needed to synthesize it.